Task: Predict which catalyst facilitates the given reaction.. Dataset: Catalyst prediction with 721,799 reactions and 888 catalyst types from USPTO (1) Reactant: [N:1]1[C:2]([CH2:10][N:11]([CH:24]2[C:33]3[N:32]=[CH:31][CH:30]=[CH:29][C:28]=3[CH2:27][CH2:26][CH2:25]2)[CH2:12][CH2:13][CH2:14][CH2:15][NH:16]C(=O)OC(C)(C)C)=[CH:3][N:4]2[CH:9]=[CH:8][CH:7]=[CH:6][C:5]=12.FC(F)(F)C(O)=O. Product: [N:1]1[C:2]([CH2:10][N:11]([CH:24]2[C:33]3[N:32]=[CH:31][CH:30]=[CH:29][C:28]=3[CH2:27][CH2:26][CH2:25]2)[CH2:12][CH2:13][CH2:14][CH2:15][NH2:16])=[CH:3][N:4]2[CH:9]=[CH:8][CH:7]=[CH:6][C:5]=12. The catalyst class is: 4. (2) Reactant: O1[C:5]2([CH2:10][CH2:9][CH:8]([CH:11]([NH:14][C:15]([NH2:17])=[O:16])[CH2:12][CH3:13])[CH2:7][CH2:6]2)[O:4]CC1.Cl. Product: [O:4]=[C:5]1[CH2:6][CH2:7][CH:8]([CH:11]([NH:14][C:15]([NH2:17])=[O:16])[CH2:12][CH3:13])[CH2:9][CH2:10]1. The catalyst class is: 23.